Dataset: Full USPTO retrosynthesis dataset with 1.9M reactions from patents (1976-2016). Task: Predict the reactants needed to synthesize the given product. (1) Given the product [C:1]([C:3]1[CH:10]=[CH:9][C:6]([CH:7]([OH:8])[CH:11]=[CH2:12])=[CH:5][CH:4]=1)#[N:2], predict the reactants needed to synthesize it. The reactants are: [C:1]([C:3]1[CH:10]=[CH:9][C:6]([CH:7]=[O:8])=[CH:5][CH:4]=1)#[N:2].[CH:11]([Mg]Br)=[CH2:12]. (2) The reactants are: [CH2:1]=[CH:2][C:3]1[CH:8]=[CH:7][CH:6]=[CH:5][CH:4]=1.[C:9]([O:13][CH2:14][CH2:15][CH2:16][CH3:17])(=[O:12])[CH:10]=[CH2:11].C(O)(=O)C=C.S(OOS([O-])(=O)=O)([O-])(=O)=O.[NH4+].[NH4+]. Given the product [CH2:1]=[CH:2][C:3]1[CH:8]=[CH:7][CH:6]=[CH:5][CH:4]=1.[CH3:5][CH2:6][CH2:7][CH2:8][CH:3]([CH2:4][O:13][C:9]([CH:10]=[CH2:11])=[O:12])[CH2:2][CH3:1].[CH3:17][CH2:16][CH2:15][CH2:14][O:13][C:9]([CH:10]=[CH2:11])=[O:12], predict the reactants needed to synthesize it. (3) Given the product [CH3:1][O:2][C:3]1[CH:4]=[CH:5][C:6]([S:9]([N:12]([CH2:24][C:25]2[CH:26]=[N:27][CH:28]=[CH:29][CH:30]=2)[C@@H:13]([CH2:21][CH2:22][F:23])[C:14]([OH:16])=[O:15])(=[O:11])=[O:10])=[CH:7][CH:8]=1, predict the reactants needed to synthesize it. The reactants are: [CH3:1][O:2][C:3]1[CH:8]=[CH:7][C:6]([S:9]([N:12]([CH2:24][C:25]2[CH:26]=[N:27][CH:28]=[CH:29][CH:30]=2)[C@@H:13]([CH2:21][CH2:22][F:23])[C:14]([O:16]C(C)(C)C)=[O:15])(=[O:11])=[O:10])=[CH:5][CH:4]=1.FC(F)(F)C(O)=O. (4) Given the product [Cl:1][C:2]1[CH:10]=[C:9]([C:11]2[C:12]([C:17]3[CH:22]=[CH:21][CH:20]=[CH:19][CH:18]=3)=[N:13][O:14][C:15]=2[CH3:16])[CH:8]=[CH:7][C:3]=1[C:4]([NH:23][CH2:24][C@@H:25]([OH:27])[CH3:26])=[O:5], predict the reactants needed to synthesize it. The reactants are: [Cl:1][C:2]1[CH:10]=[C:9]([C:11]2[C:12]([C:17]3[CH:22]=[CH:21][CH:20]=[CH:19][CH:18]=3)=[N:13][O:14][C:15]=2[CH3:16])[CH:8]=[CH:7][C:3]=1[C:4](O)=[O:5].[NH2:23][CH2:24][C@@H:25]([OH:27])[CH3:26].ON1C2C=CC=CC=2N=N1.Cl.C(N=C=NCCCN(C)C)C. (5) Given the product [CH3:6][Si:7]([CH3:14])([CH3:13])[N-:8][Si:9]([CH3:12])([CH3:11])[CH3:10].[Li+:5], predict the reactants needed to synthesize it. The reactants are: C([Li:5])CCC.[CH3:6][Si:7]([CH3:14])([CH3:13])[NH:8][Si:9]([CH3:12])([CH3:11])[CH3:10].COC=CC#N.FC(F)(F)S(O[Si](C(C)C)(C(C)C)C(C)C)(=O)=O.C(=O)(O)[O-].[Na+]. (6) Given the product [F:20][C:19]([F:21])([F:22])[C:14]1[CH:15]=[CH:16][CH:17]=[CH:18][C:13]=1[C:12]([NH:11][C:7]1[CH:6]=[C:5]([CH:10]=[CH:9][CH:8]=1)[C:4]([OH:24])=[O:3])=[O:23], predict the reactants needed to synthesize it. The reactants are: C([O:3][C:4](=[O:24])[C:5]1[CH:10]=[CH:9][CH:8]=[C:7]([NH:11][C:12](=[O:23])[C:13]2[CH:18]=[CH:17][CH:16]=[CH:15][C:14]=2[C:19]([F:22])([F:21])[F:20])[CH:6]=1)C.[OH-].[Na+]. (7) Given the product [CH3:1][C:2]1[CH:3]=[C:4]([NH:16][C:17]([NH2:33])=[NH:18])[CH:5]=[CH:6][C:7]=1[N:8]1[CH2:13][C@@H:12]2[CH2:14][C@H:9]1[CH2:10][N:11]2[CH3:15], predict the reactants needed to synthesize it. The reactants are: [CH3:1][C:2]1[CH:3]=[C:4]([N:16]=[C:17]([NH2:33])[N:18](C(OC(C)(C)C)=O)C(OC(C)(C)C)=O)[CH:5]=[CH:6][C:7]=1[N:8]1[CH2:13][C@@H:12]2[CH2:14][C@H:9]1[CH2:10][N:11]2[CH3:15].C(O)(C(F)(F)F)=O. (8) Given the product [CH:1]([O:14][C:15]([C:17]1[N:22]2[C:23](=[O:66])[CH:24]([NH:25][C:26](=[O:65])[C:27](=[N:53][O:54][C:55]([CH3:64])([C:57]([O:59][C:60]([CH3:63])([CH3:62])[CH3:61])=[O:58])[CH3:56])[C:28]3[N:29]=[C:30]([NH:33][C:34]([C:47]4[CH:52]=[CH:51][CH:50]=[CH:49][CH:48]=4)([C:41]4[CH:46]=[CH:45][CH:44]=[CH:43][CH:42]=4)[C:35]4[CH:40]=[CH:39][CH:38]=[CH:37][CH:36]=4)[S:31][CH:32]=3)[C@H:21]2[S:20][CH2:19][C:18]=1[CH:67]=[CH:96][C:95]1[CH:98]=[CH:99][C:92]([C:90]#[N:91])=[CH:93][CH:94]=1)=[O:16])([C:8]1[CH:13]=[CH:12][CH:11]=[CH:10][CH:9]=1)[C:2]1[CH:7]=[CH:6][CH:5]=[CH:4][CH:3]=1, predict the reactants needed to synthesize it. The reactants are: [CH:1]([O:14][C:15]([C:17]1[N:22]2[C:23](=[O:66])[CH:24]([NH:25][C:26](=[O:65])[C:27](=[N:53][O:54][C:55]([CH3:64])([C:57]([O:59][C:60]([CH3:63])([CH3:62])[CH3:61])=[O:58])[CH3:56])[C:28]3[N:29]=[C:30]([NH:33][C:34]([C:47]4[CH:52]=[CH:51][CH:50]=[CH:49][CH:48]=4)([C:41]4[CH:46]=[CH:45][CH:44]=[CH:43][CH:42]=4)[C:35]4[CH:40]=[CH:39][CH:38]=[CH:37][CH:36]=4)[S:31][CH:32]=3)[C@H:21]2[S:20][CH2:19][C:18]=1[CH2:67]Cl)=[O:16])([C:8]1[CH:13]=[CH:12][CH:11]=[CH:10][CH:9]=1)[C:2]1[CH:7]=[CH:6][CH:5]=[CH:4][CH:3]=1.[I-].[Na+].C1(P(C2C=CC=CC=2)C2C=CC=CC=2)C=CC=CC=1.[C:90]([C:92]1[CH:99]=[CH:98][C:95]([CH:96]=O)=[CH:94][CH:93]=1)#[N:91].C(=O)([O-])O.[Na+].NC1SC=C(C(=NOC(C(O)=O)(C)C)C(NC2C(=O)N3C(C(O)=O)=C(C=CC4C=CC([N+]([O-])=O)=CC=4[N+]([O-])=O)CS[C@H]23)=O)N=1. (9) Given the product [Br:1][C:2]1[CH:10]=[C:6]2[C:5](=[CH:4][CH:3]=1)[NH:11][C:21](=[S:22])[N:20]([C:14]1[C:15]([F:19])=[CH:16][CH:17]=[CH:18][C:13]=1[F:12])[C:7]2=[O:9], predict the reactants needed to synthesize it. The reactants are: [Br:1][C:2]1[CH:3]=[CH:4][C:5]([NH2:11])=[C:6]([CH:10]=1)[C:7]([OH:9])=O.[F:12][C:13]1[CH:18]=[CH:17][CH:16]=[C:15]([F:19])[C:14]=1[N:20]=[C:21]=[S:22].